Dataset: NCI-60 drug combinations with 297,098 pairs across 59 cell lines. Task: Regression. Given two drug SMILES strings and cell line genomic features, predict the synergy score measuring deviation from expected non-interaction effect. (1) Drug 1: CC1=C2C(C(=O)C3(C(CC4C(C3C(C(C2(C)C)(CC1OC(=O)C(C(C5=CC=CC=C5)NC(=O)OC(C)(C)C)O)O)OC(=O)C6=CC=CC=C6)(CO4)OC(=O)C)O)C)O. Drug 2: CN(C(=O)NC(C=O)C(C(C(CO)O)O)O)N=O. Cell line: KM12. Synergy scores: CSS=15.2, Synergy_ZIP=-6.98, Synergy_Bliss=-11.1, Synergy_Loewe=-59.0, Synergy_HSA=-11.4. (2) Cell line: DU-145. Drug 1: CN(C)C1=NC(=NC(=N1)N(C)C)N(C)C. Drug 2: C1CN(CCN1C(=O)CCBr)C(=O)CCBr. Synergy scores: CSS=14.5, Synergy_ZIP=-7.13, Synergy_Bliss=2.67, Synergy_Loewe=-24.7, Synergy_HSA=-2.46. (3) Drug 1: C1=C(C(=O)NC(=O)N1)N(CCCl)CCCl. Drug 2: CCCCC(=O)OCC(=O)C1(CC(C2=C(C1)C(=C3C(=C2O)C(=O)C4=C(C3=O)C=CC=C4OC)O)OC5CC(C(C(O5)C)O)NC(=O)C(F)(F)F)O. Cell line: SNB-19. Synergy scores: CSS=2.34, Synergy_ZIP=-9.62, Synergy_Bliss=-12.9, Synergy_Loewe=-12.3, Synergy_HSA=-11.8. (4) Synergy scores: CSS=25.9, Synergy_ZIP=2.76, Synergy_Bliss=4.92, Synergy_Loewe=-17.7, Synergy_HSA=2.51. Drug 1: CCCS(=O)(=O)NC1=C(C(=C(C=C1)F)C(=O)C2=CNC3=C2C=C(C=N3)C4=CC=C(C=C4)Cl)F. Cell line: SK-MEL-5. Drug 2: C(=O)(N)NO. (5) Drug 1: CCC1(CC2CC(C3=C(CCN(C2)C1)C4=CC=CC=C4N3)(C5=C(C=C6C(=C5)C78CCN9C7C(C=CC9)(C(C(C8N6C=O)(C(=O)OC)O)OC(=O)C)CC)OC)C(=O)OC)O.OS(=O)(=O)O. Drug 2: CC12CCC3C(C1CCC2OP(=O)(O)O)CCC4=C3C=CC(=C4)OC(=O)N(CCCl)CCCl.[Na+]. Cell line: K-562. Synergy scores: CSS=60.2, Synergy_ZIP=11.7, Synergy_Bliss=12.1, Synergy_Loewe=23.0, Synergy_HSA=17.6.